Dataset: Full USPTO retrosynthesis dataset with 1.9M reactions from patents (1976-2016). Task: Predict the reactants needed to synthesize the given product. Given the product [C:1]([OH:8])(=[O:7])[CH2:2][CH2:3][C:4]([OH:6])=[O:5].[C:15]([O-:22])(=[O:21])[CH2:16][CH2:17][C:18]([O-:20])=[O:19].[Na+:23].[Na+:23], predict the reactants needed to synthesize it. The reactants are: [C:1]([OH:8])(=[O:7])[CH2:2][CH2:3][C:4]([OH:6])=[O:5].O.O.O.O.O.O.[C:15]([O-:22])(=[O:21])[CH2:16][CH2:17][C:18]([O-:20])=[O:19].[Na+:23].[Na+].